Predict the reactants needed to synthesize the given product. From a dataset of Full USPTO retrosynthesis dataset with 1.9M reactions from patents (1976-2016). (1) Given the product [C:16]1([NH:14][O:15][C@H:10]([CH2:11][CH3:12])[CH2:9][OH:13])[CH:21]=[CH:20][CH:19]=[CH:18][CH:17]=1, predict the reactants needed to synthesize it. The reactants are: N1CCC[C@H]1C(O)=O.[CH:9](=[O:13])[CH2:10][CH2:11][CH3:12].[N:14]([C:16]1[CH:21]=[CH:20][CH:19]=[CH:18][CH:17]=1)=[O:15].[BH4-].[Na+].P([O-])([O-])([O-])=O. (2) Given the product [Cl:1][C:2]1[CH:7]=[CH:6][C:5]([C@H:8]2[CH2:12][CH2:11][C@H:10]([C:13]3[CH:18]=[CH:17][C:16]([Cl:19])=[C:15]([N+:20]([O-:22])=[O:21])[CH:14]=3)[N:9]2[C:23]2[CH:28]=[CH:27][C:26]([C:41]3[CH:42]=[CH:43][C:44]([N:47]4[CH2:48][CH2:49][O:50][CH2:51][CH2:52]4)=[N:45][CH:46]=3)=[CH:25][CH:24]=2)=[CH:4][C:3]=1[N+:30]([O-:32])=[O:31], predict the reactants needed to synthesize it. The reactants are: [Cl:1][C:2]1[CH:7]=[CH:6][C:5]([C@H:8]2[CH2:12][CH2:11][C@H:10]([C:13]3[CH:18]=[CH:17][C:16]([Cl:19])=[C:15]([N+:20]([O-:22])=[O:21])[CH:14]=3)[N:9]2[C:23]2[CH:28]=[CH:27][C:26](I)=[CH:25][CH:24]=2)=[CH:4][C:3]=1[N+:30]([O-:32])=[O:31].CC1(C)C(C)(C)OB([C:41]2[CH:42]=[CH:43][C:44]([N:47]3[CH2:52][CH2:51][O:50][CH2:49][CH2:48]3)=[N:45][CH:46]=2)O1.P([O-])([O-])([O-])=O.[K+].[K+].[K+].O. (3) The reactants are: [CH2:1]([C:8]1[CH:9]=[N:10][C:11]2[C:16]([C:17]=1[C:18]1[CH:19]=[C:20]([NH2:24])[CH:21]=[CH:22][CH:23]=1)=[CH:15][CH:14]=[CH:13][C:12]=2[C:25]([F:28])([F:27])[F:26])[C:2]1[CH:7]=[CH:6][CH:5]=[CH:4][CH:3]=1.[F:29][C:30]1[CH:35]=[CH:34][C:33]([C:36]2[CH:41]=[CH:40][C:39]([OH:42])=[CH:38][CH:37]=2)=[CH:32][C:31]=1[CH:43]=O. Given the product [CH2:1]([C:8]1[CH:9]=[N:10][C:11]2[C:16]([C:17]=1[C:18]1[CH:19]=[C:20]([NH:24][CH2:43][C:31]3[CH:32]=[C:33]([C:36]4[CH:41]=[CH:40][C:39]([OH:42])=[CH:38][CH:37]=4)[CH:34]=[CH:35][C:30]=3[F:29])[CH:21]=[CH:22][CH:23]=1)=[CH:15][CH:14]=[CH:13][C:12]=2[C:25]([F:28])([F:26])[F:27])[C:2]1[CH:3]=[CH:4][CH:5]=[CH:6][CH:7]=1, predict the reactants needed to synthesize it. (4) Given the product [CH3:13][C:1]1[CH:6]=[C:5]([CH3:7])[CH:4]=[C:3]([CH3:8])[C:2]=1[S:9]([C:19]1[CH:20]=[C:15]([CH3:14])[C:16]([CH3:22])=[CH:17][C:18]=1[CH3:21])(=[O:11])=[O:10], predict the reactants needed to synthesize it. The reactants are: [C:1]1([CH3:13])[CH:6]=[C:5]([CH3:7])[CH:4]=[C:3]([CH3:8])[C:2]=1[S:9](Cl)(=[O:11])=[O:10].[CH3:14][C:15]1[CH:20]=[CH:19][C:18]([CH3:21])=[CH:17][C:16]=1[CH3:22].[Al+3].[Cl-].[Cl-].[Cl-].Cl.